This data is from Full USPTO retrosynthesis dataset with 1.9M reactions from patents (1976-2016). The task is: Predict the reactants needed to synthesize the given product. (1) Given the product [CH3:11][C:3]1[CH:4]=[CH:5][C:6]([C:8]([OH:10])=[O:9])=[N:7][C:2]=1[O:15][CH2:14][C:13]([F:17])([F:16])[F:12], predict the reactants needed to synthesize it. The reactants are: Cl[C:2]1[N:7]=[C:6]([C:8]([OH:10])=[O:9])[CH:5]=[CH:4][C:3]=1[CH3:11].[F:12][C:13]([F:17])([F:16])[CH2:14][OH:15].N12CCCN=C1CCCCC2. (2) Given the product [OH:1][C:2]1[C:3]([N+:19]([O-:21])=[O:20])=[C:4]2[C:9](=[CH:10][CH:11]=1)[O:8][C:7]([CH3:12])([CH3:13])[CH2:6][C:5]2=[O:14], predict the reactants needed to synthesize it. The reactants are: [OH:1][C:2]1[CH:3]=[C:4]2[C:9](=[CH:10][CH:11]=1)[O:8][C:7]([CH3:13])([CH3:12])[CH2:6][C:5]2=[O:14].C(O)(=O)C.[N+:19]([O-])([O-:21])=[O:20].[K+].OS(O)(=O)=O. (3) Given the product [C:51]([O:55][CH2:56][CH2:57][O:50][C:49](=[O:16])[NH:48][C:44]1[CH:45]=[CH:46][CH:47]=[C:42]([Cl:41])[CH:43]=1)(=[O:54])[CH:52]=[CH2:53], predict the reactants needed to synthesize it. The reactants are: C(C1C=C(C)C=C(C(C)(C)C)C=1[OH:16])(C)(C)C.CN(CCCN1CN(CCCN(C)C)CN(CCCN(C)C)C1)C.[Cl:41][C:42]1[CH:43]=[C:44]([N:48]=[C:49]=[O:50])[CH:45]=[CH:46][CH:47]=1.[C:51]([O:55][CH2:56][CH2:57]C(O)C)(=[O:54])[CH:52]=[CH2:53].[N-]=C=O. (4) Given the product [Cl:1][C:2]1[CH:7]=[CH:6][CH:5]=[CH:4][C:3]=1[CH:8]1[NH:13][C:12]2[CH:14]=[CH:15][CH:16]=[CH:17][C:11]=2[S:10][CH2:9]1, predict the reactants needed to synthesize it. The reactants are: [Cl:1][C:2]1[CH:7]=[CH:6][CH:5]=[CH:4][C:3]=1[CH:8]1[NH:13][C:12]2[CH:14]=[CH:15][C:16](C(O)(C(F)(F)F)C(F)(F)F)=[CH:17][C:11]=2[S:10][CH2:9]1.NC1C=CC=CC=1S.BrC1C=CC=CC=1C(=O)CCl.[BH3-]C#N.[Na+]. (5) Given the product [F:26][C:24]1[CH:23]=[C:20]([CH:19]=[C:18]([N:11]2[CH2:12][CH2:13][CH2:14][C:15]3[N:16]=[C:7]([C:2]4[CH:3]=[CH:4][CH:5]=[CH:6][N:1]=4)[O:8][C:9]=3[CH2:10]2)[CH:25]=1)[C:21]#[N:22], predict the reactants needed to synthesize it. The reactants are: [N:1]1[CH:6]=[CH:5][CH:4]=[CH:3][C:2]=1[C:7]1[O:8][C:9]2[CH2:10][NH:11][CH2:12][CH2:13][CH2:14][C:15]=2[N:16]=1.Br[C:18]1[CH:19]=[C:20]([CH:23]=[C:24]([F:26])[CH:25]=1)[C:21]#[N:22].CC1(C)C2C(=C(P(C3C=CC=CC=3)C3C=CC=CC=3)C=CC=2)OC2C(P(C3C=CC=CC=3)C3C=CC=CC=3)=CC=CC1=2.C([O-])([O-])=O.[Cs+].[Cs+]. (6) Given the product [O:1]=[C:2]1[CH:11]=[CH:10][C:9]2[C:4](=[N:5][CH:6]=[CH:7][CH:8]=2)[N:3]1[CH2:12][CH2:13][N:15]1[CH2:16][CH2:17][CH:18]([NH:21][C:22](=[O:28])[O:23][C:24]([CH3:26])([CH3:25])[CH3:27])[CH2:19][CH2:20]1, predict the reactants needed to synthesize it. The reactants are: [O:1]=[C:2]1[CH:11]=[CH:10][C:9]2[C:4](=[N:5][CH:6]=[CH:7][CH:8]=2)[N:3]1[CH2:12][CH:13]=O.[NH:15]1[CH2:20][CH2:19][CH:18]([NH:21][C:22](=[O:28])[O:23][C:24]([CH3:27])([CH3:26])[CH3:25])[CH2:17][CH2:16]1.C(O)(=O)C.C(O[BH-](OC(=O)C)OC(=O)C)(=O)C.[Na+].